This data is from Reaction yield outcomes from USPTO patents with 853,638 reactions. The task is: Predict the reaction yield, written as a fraction of the theoretical maximum amount of product (1.0 means a 100% yield; for example, 0.34 means a 34% yield). (1) The reactants are [H-].[Al+3].[Li+].[H-].[H-].[H-].[N:7]([CH:10]([CH:17]1[CH2:22][CH2:21][S:20][CH2:19][CH2:18]1)[C:11]1[O:12][C:13]([CH3:16])=[CH:14][CH:15]=1)=[N+]=[N-].O.[OH-].[Na+]. The catalyst is O1CCCC1.C(OCC)C. The product is [CH3:16][C:13]1[O:12][C:11]([CH:10]([NH2:7])[CH:17]2[CH2:18][CH2:19][S:20][CH2:21][CH2:22]2)=[CH:15][CH:14]=1. The yield is 0.860. (2) The reactants are N[C:2]1[CH:7]=[CH:6][CH:5]=[CH:4][N:3]=1.O.[CH2:9]=O.[C:11]([BH3-])#[N:12].[Na+]. The catalyst is C(#N)C.C(O)(=O)C. The product is [CH3:9][N:12]([CH3:11])[C:2]1[CH:7]=[CH:6][CH:5]=[CH:4][N:3]=1. The yield is 0.550.